This data is from Reaction yield outcomes from USPTO patents with 853,638 reactions. The task is: Predict the reaction yield, written as a fraction of the theoretical maximum amount of product (1.0 means a 100% yield; for example, 0.34 means a 34% yield). (1) The reactants are Cl[C:2]1[CH:7]=[CH:6][N:5]=[CH:4][C:3]=1[C:8]1([OH:12])[CH2:11][CH2:10][CH2:9]1.[F:13][C:14]([F:18])([F:17])[CH2:15][OH:16].CC(C)([O-])C.[K+]. The catalyst is CN(C=O)C. The product is [F:13][C:14]([F:18])([F:17])[CH2:15][O:16][C:2]1[CH:7]=[CH:6][N:5]=[CH:4][C:3]=1[C:8]1([OH:12])[CH2:11][CH2:10][CH2:9]1. The yield is 0.710. (2) The reactants are Br[CH:2]([CH:8](N(C)C)[NH:9][C:10]1[N:11]=[N:12][CH:13]=[CH:14][CH:15]=1)[C:3]([O:5][CH2:6][CH3:7])=[O:4].C(N(CC)C(C)C)(C)C. The catalyst is C(#N)C. The product is [N:9]1[CH:8]=[C:2]([C:3]([O:5][CH2:6][CH3:7])=[O:4])[N:11]2[C:10]=1[CH:15]=[CH:14][CH:13]=[N:12]2. The yield is 0.830.